From a dataset of Forward reaction prediction with 1.9M reactions from USPTO patents (1976-2016). Predict the product of the given reaction. (1) Given the reactants [Br:1][C:2]1[CH:9]=[CH:8][CH:7]=[CH:6][C:3]=1C=O.[CH:10](OC)([O:13][CH3:14])[O:11][CH3:12], predict the reaction product. The product is: [Br:1][C:2]1[CH:9]=[CH:8][CH:7]=[CH:6][C:3]=1[CH:10]([O:13][CH3:14])[O:11][CH3:12]. (2) Given the reactants [C:1]([C:3]1[N:8]=[CH:7][C:6]([NH:9][C@H:10]([CH2:14][CH:15]2[CH2:17][CH2:16]2)[C:11]([NH2:13])=[O:12])=[CH:5][C:4]=1[NH:18][C:19]1[S:23][N:22]=[C:21]([CH3:24])[CH:20]=1)#[N:2].[OH-].[Na+].OO.CC(O)=[O:31], predict the reaction product. The product is: [NH2:13][C:11](=[O:12])[C@H:10]([NH:9][C:6]1[CH:5]=[C:4]([NH:18][C:19]2[S:23][N:22]=[C:21]([CH3:24])[CH:20]=2)[C:3]([C:1]([NH2:2])=[O:31])=[N:8][CH:7]=1)[CH2:14][CH:15]1[CH2:17][CH2:16]1.